Dataset: Catalyst prediction with 721,799 reactions and 888 catalyst types from USPTO. Task: Predict which catalyst facilitates the given reaction. Reactant: [CH2:1]([N:8]1[C:16](=O)[C@H:15]2[C@@:10]([CH3:24])([C@@H:11]([CH3:23])[CH2:12][C:13]3[C:21]([Cl:22])=[CH:20][CH:19]=[CH:18][C:14]=32)[CH2:9]1)[C:2]1[CH:7]=[CH:6][CH:5]=[CH:4][CH:3]=1.B.C1COCC1.CO.Cl. Product: [CH2:1]([N:8]1[CH2:16][C@H:15]2[C@@:10]([CH3:24])([C@@H:11]([CH3:23])[CH2:12][C:13]3[C:21]([Cl:22])=[CH:20][CH:19]=[CH:18][C:14]=32)[CH2:9]1)[C:2]1[CH:3]=[CH:4][CH:5]=[CH:6][CH:7]=1. The catalyst class is: 1.